This data is from Drug-target binding data from BindingDB using IC50 measurements. The task is: Regression. Given a target protein amino acid sequence and a drug SMILES string, predict the binding affinity score between them. We predict pIC50 (pIC50 = -log10(IC50 in M); higher means more potent). Dataset: bindingdb_ic50. (1) The target protein sequence is MKRRSVLLSGVALSGTALANDSIFFSPLKYLGAEQQRSIDASRSLLDNLIPPSLPQYDNLAGKLARRAVLTSKKLVYVWTENFGNVKGVPMARSVPLGELPNVDWLLKTAGVIVELIVNFVASLPASAAAQFERIATGLSGDLEAARQVHEALLEEAKNDPAAAGSLLLRFTELQTRVIAILTRVGLLVDDILKSASNLVTQRGQGDGLNRFRAVFGTLRLPEVADSFRDDEAFAYWRVAGPNPLLIRRVDALPANFPLGEEQFRRVMGADDSLLEAAASRRLYLLDYAELGKLAPSGAVDKLLTGTGFAYAPIALFALGKDRARLLPVAIQCGQDPATHPMFVRPAESESDLYWGWQMAKTVVQVAEENYHEMFVHLAQTHLVSEAFCLATQRTLAPSHPLHVLLAPHFEGTLFINEGAARILLPSAGFIDVMFAAPIQDTQATAGGNRLGFDFYRGMLPESLKARNVDDPLALPDYPYRDDGLLVWNAIRQWAADYVA.... The pIC50 is 6.3. The compound is CC(Cc1ccc(O)c(O)c1)C(C)Cc1ccc(O)c(O)c1. (2) The small molecule is Cc1ccc(C(=O)O)cc1-c1ccc(/C=C2\SC(=O)N(CC(=O)Nc3ccccc3)C2=O)o1. The target protein sequence is APITAYAQQTRGLLGCIITGLTGRDKNQVEGEVQIVSTAAQTFLATCINGVCWTVYHGAGTRTIASSKGPVIQMYTNVDQDLVGWPAPQGARSLTPCTCGSSDLYLVTRHADVIPVRRRGDGRGSLLSPRPISYLKGSSGGPLLCPAGHAVGIFRAAVCTRGVAKAVDFIPVEGLETTMRSPVFSDNSSPPAVPQSYQVAHLHAPTGSGKSTKVPAAYAAQGYKVLVLNPSVAATLGFGAYMSKAHGIDPNIRTGVRTITTGSPITYSTYGKFLADGGCSGSAYDIIICDECHSTDATSILGIGTVLDQAETAGARLTVLATATPPGSVTVPHPNIEEVALSTTGEIPFYGKAIPLEAIKGGRHLIFCHSKKKCDELAAKLVALGVNAVAYYRGLDVSVIPASGDVVVVATDALMTGFTGDFDSVIDCNTCVTQTVDFSLDPTFTIETTTLPQDAVSRTQRRGRTGRGKPGIYRFVTPGERPSGMFDSSVLCECYDAGCA.... The pIC50 is 5.3.